This data is from Full USPTO retrosynthesis dataset with 1.9M reactions from patents (1976-2016). The task is: Predict the reactants needed to synthesize the given product. (1) Given the product [F:27][C:28]([F:38])([F:39])[C:29]1[CH:30]=[CH:31][C:32]([C:33]2[O:5][C:4](=[O:6])[C:3]3[CH:7]=[C:8]([C:11]([C:14]4[CH:19]=[CH:18][CH:17]=[CH:16][CH:15]=4)([CH3:13])[CH3:12])[CH:9]=[CH:10][C:2]=3[N:1]=2)=[CH:36][CH:37]=1, predict the reactants needed to synthesize it. The reactants are: [NH2:1][C:2]1[CH:10]=[CH:9][C:8]([C:11]([C:14]2[CH:19]=[CH:18][CH:17]=[CH:16][CH:15]=2)([CH3:13])[CH3:12])=[CH:7][C:3]=1[C:4]([OH:6])=[O:5].C(N(CC)CC)C.[F:27][C:28]([F:39])([F:38])[C:29]1[CH:37]=[CH:36][C:32]([C:33](Cl)=O)=[CH:31][CH:30]=1. (2) The reactants are: [H-].[Na+].[N:3]1([C:8]2[CH:13]=[CH:12][N:11]=[C:10]([C:14]3[NH:15][C:16]([C:21]4[CH:26]=[C:25]([N:27]5[CH2:31][CH2:30][CH2:29][CH2:28]5)[CH:24]=[CH:23][N:22]=4)=[CH:17][C:18](=[O:20])[CH:19]=3)[CH:9]=2)[CH2:7][CH2:6][CH2:5][CH2:4]1.[CH3:32]I. Given the product [CH3:32][O:20][C:18]1[CH:17]=[C:16]([C:21]2[CH:26]=[C:25]([N:27]3[CH2:28][CH2:29][CH2:30][CH2:31]3)[CH:24]=[CH:23][N:22]=2)[N:15]=[C:14]([C:10]2[CH:9]=[C:8]([N:3]3[CH2:4][CH2:5][CH2:6][CH2:7]3)[CH:13]=[CH:12][N:11]=2)[CH:19]=1, predict the reactants needed to synthesize it. (3) Given the product [O:16]=[C:15]1[C:9]2[S:8][C:7]([NH:6][C:2](=[O:3])[O:4][CH3:5])=[N:11][C:10]=2[CH2:12][CH2:13][CH2:14]1, predict the reactants needed to synthesize it. The reactants are: Cl[C:2]([O:4][CH3:5])=[O:3].[NH2:6][C:7]1[S:8][C:9]2[C:15](=[O:16])[CH2:14][CH2:13][CH2:12][C:10]=2[N:11]=1. (4) Given the product [F:32][C:2]([F:1])([F:31])[C:3]1[CH:4]=[C:5]([C@H:13]([O:15][C@@H:16]2[C@@H:21]([C:22]3[CH:23]=[CH:24][C:25]([F:28])=[CH:26][CH:27]=3)[C@H:20]([CH2:29][N:36]3[CH2:37][CH2:38][NH:33][C:34](=[O:39])[CH2:35]3)[CH2:19][CH2:18][O:17]2)[CH3:14])[CH:6]=[C:7]([C:9]([F:10])([F:11])[F:12])[CH:8]=1, predict the reactants needed to synthesize it. The reactants are: [F:1][C:2]([F:32])([F:31])[C:3]1[CH:4]=[C:5]([C@H:13]([O:15][C@@H:16]2[C@@H:21]([C:22]3[CH:27]=[CH:26][C:25]([F:28])=[CH:24][CH:23]=3)[C@H:20]([CH:29]=O)[CH2:19][CH2:18][O:17]2)[CH3:14])[CH:6]=[C:7]([C:9]([F:12])([F:11])[F:10])[CH:8]=1.[NH:33]1[CH2:38][CH2:37][NH:36][CH2:35][C:34]1=[O:39]. (5) Given the product [C:1]([O:5][C:6]([NH:8][C@:9]1([C:15]([OH:17])=[O:16])[CH2:11][C@H:10]1[CH:12]1[CH2:14][CH2:13]1)=[O:7])([CH3:4])([CH3:2])[CH3:3], predict the reactants needed to synthesize it. The reactants are: [C:1]([O:5][C:6]([NH:8][C@:9]1([C:15]([O:17]CC)=[O:16])[CH2:11][C@H:10]1[CH:12]1[CH2:14][CH2:13]1)=[O:7])([CH3:4])([CH3:3])[CH3:2].C1COCC1.CO.O.O[Li].O.